Task: Predict the reactants needed to synthesize the given product.. Dataset: Full USPTO retrosynthesis dataset with 1.9M reactions from patents (1976-2016) (1) Given the product [F:1][C:2]1[CH:11]=[CH:10][C:9]([N:12]([CH2:28][CH2:29][CH2:30][CH2:31][CH2:32][CH3:33])[CH2:13][C:14]2[CH:19]=[CH:18][C:17]([C:20]#[C:21][C:22]3[CH:23]=[CH:24][CH:25]=[CH:26][CH:27]=3)=[CH:16][CH:15]=2)=[CH:8][C:3]=1[C:4]([O:6][CH3:7])=[O:5], predict the reactants needed to synthesize it. The reactants are: [F:1][C:2]1[CH:11]=[CH:10][C:9]([NH:12][CH2:13][C:14]2[CH:19]=[CH:18][C:17]([C:20]#[C:21][C:22]3[CH:27]=[CH:26][CH:25]=[CH:24][CH:23]=3)=[CH:16][CH:15]=2)=[CH:8][C:3]=1[C:4]([O:6][CH3:7])=[O:5].[CH:28](=O)[CH2:29][CH2:30][CH2:31][CH2:32][CH3:33]. (2) Given the product [F:32][C:29]1[CH:30]=[CH:31][C:19]2[N:18]=[C:17]([C@@H:15]([NH2:14])[CH3:16])[N:21]([C:22]3[CH:23]=[N:24][N:25]([CH3:27])[CH:26]=3)[C:20]=2[CH:28]=1, predict the reactants needed to synthesize it. The reactants are: C(O)(C(F)(F)F)=O.C(OC(=O)[NH:14][C@H:15]([C:17]1[N:21]([C:22]2[CH:23]=[N:24][N:25]([CH3:27])[CH:26]=2)[C:20]2[CH:28]=[C:29]([F:32])[CH:30]=[CH:31][C:19]=2[N:18]=1)[CH3:16])(C)(C)C. (3) Given the product [Br:1][C:2]1[CH:7]=[C:6]([NH2:8])[CH:5]=[CH:4][C:3]=1[CH3:11], predict the reactants needed to synthesize it. The reactants are: [Br:1][C:2]1[CH:7]=[C:6]([N+:8]([O-])=O)[CH:5]=[CH:4][C:3]=1[CH3:11].C(O)C.C(O)(=O)C.N. (4) Given the product [CH2:2]([C:1]([NH:35][C@H:36]([CH2:40][OH:41])[CH:37]([CH3:39])[CH3:38])=[O:19])[CH2:3][CH2:4][CH2:5][CH2:6][CH2:7][CH2:8][CH2:9]/[CH:10]=[CH:11]\[CH2:12][CH2:13][CH2:14][CH2:15][CH2:16][CH2:17][CH2:18][CH3:20], predict the reactants needed to synthesize it. The reactants are: [CH2:1]([OH:19])[CH2:2][CH2:3][CH2:4][CH2:5][CH2:6][CH2:7][CH2:8]/[CH:9]=[CH:10]\[CH2:11][CH2:12][CH2:13][CH2:14][CH2:15][CH2:16][CH2:17][CH3:18].[CH:20]1N=CN(C(N2C=NC=C2)=O)C=1.C(Cl)Cl.[NH2:35][C@H:36]([CH2:40][OH:41])[CH:37]([CH3:39])[CH3:38]. (5) Given the product [CH2:1]([S:3]([C:4]1[C:5]([C:10]2[N:22]([CH3:23])[C:13]3=[N:14][CH:15]=[C:16]([C:18]([F:21])([F:19])[F:20])[CH:17]=[C:12]3[N:11]=2)=[N:6][CH:7]=[CH:8][CH:9]=1)=[O:32])[CH3:2], predict the reactants needed to synthesize it. The reactants are: [CH2:1]([S:3][C:4]1[C:5]([C:10]2[N:22]([CH3:23])[C:13]3=[N:14][CH:15]=[C:16]([C:18]([F:21])([F:20])[F:19])[CH:17]=[C:12]3[N:11]=2)=[N:6][CH:7]=[CH:8][CH:9]=1)[CH3:2].ClC1C=CC=C(C(OO)=[O:32])C=1.C(=O)(O)[O-].[Na+]. (6) Given the product [CH3:13][O:12][C:10]([C:5]1[C:4]2[CH:3]=[CH:2][N:1]([CH2:15][C:16](=[O:17])[N:18]([CH2:21][CH3:22])[CH2:19][CH3:20])[C:9]=2[CH:8]=[CH:7][CH:6]=1)=[O:11], predict the reactants needed to synthesize it. The reactants are: [NH:1]1[C:9]2[CH:8]=[CH:7][CH:6]=[C:5]([C:10]([O:12][CH3:13])=[O:11])[C:4]=2[CH:3]=[CH:2]1.Cl[CH2:15][C:16]([N:18]([CH2:21][CH3:22])[CH2:19][CH3:20])=[O:17].C(=O)([O-])[O-].[K+].[K+]. (7) Given the product [CH2:9]([O:11][C:12]([C:14]1[NH:15][C:16]2[C:21]([C:22]=1[Br:8])=[CH:20][C:19]([C:23]1[CH:28]=[CH:27][C:26]([O:29][CH:30]([CH3:31])[CH3:32])=[CH:25][CH:24]=1)=[CH:18][CH:17]=2)=[O:13])[CH3:10], predict the reactants needed to synthesize it. The reactants are: C1C(=O)N([Br:8])C(=O)C1.[CH2:9]([O:11][C:12]([C:14]1[NH:15][C:16]2[C:21]([CH:22]=1)=[CH:20][C:19]([C:23]1[CH:28]=[CH:27][C:26]([O:29][CH:30]([CH3:32])[CH3:31])=[CH:25][CH:24]=1)=[CH:18][CH:17]=2)=[O:13])[CH3:10].C(OC(C1NC2C(C=1)=CC(Br)=CC=2)=O)C.C(OC1C=CC(B(O)O)=CC=1)(C)C.[O-]S([O-])(=S)=O.[Na+].[Na+].